From a dataset of Forward reaction prediction with 1.9M reactions from USPTO patents (1976-2016). Predict the product of the given reaction. (1) Given the reactants [C:1]([NH:4][C@H:5]([C:14]([NH:16][C@H:17]([C:21]([OH:23])=O)[CH:18]([CH3:20])[CH3:19])=[O:15])[CH2:6][C:7]1[CH:12]=[CH:11][C:10]([OH:13])=[CH:9][CH:8]=1)(=[O:3])[CH3:2].[C:24]([O:28][C:29](=[N:56][NH:57][C:58]([NH2:60])=[O:59])[CH2:30][CH:31]([NH:34][C:35](=[O:55])[C@@H:36]1[CH2:40][CH:39]([O:41][CH2:42][C:43]2[CH:48]=[CH:47][CH:46]=[CH:45][CH:44]=2)[CH2:38][N:37]1C(OCC=C)=O)[CH:32]=[O:33])([CH3:27])([CH3:26])[CH3:25], predict the reaction product. The product is: [C:24]([O:28][C:29](=[N:56][NH:57][C:58]([NH2:60])=[O:59])[CH2:30][CH:31]([NH:34][C:35](=[O:55])[C@@H:36]1[CH2:40][CH:39]([O:41][CH2:42][C:43]2[CH:44]=[CH:45][CH:46]=[CH:47][CH:48]=2)[CH2:38][N:37]1[C:21](=[O:23])[C@H:17]([CH:18]([CH3:19])[CH3:20])[NH:16][C:14](=[O:15])[C@H:5]([CH2:6][C:7]1[CH:8]=[CH:9][C:10]([OH:13])=[CH:11][CH:12]=1)[NH:4][C:1](=[O:3])[CH3:2])[CH:32]=[O:33])([CH3:27])([CH3:25])[CH3:26]. (2) Given the reactants [I:1][C:2]1[C:10]2[C:5](=[N:6][CH:7]=[N:8][C:9]=2[NH2:11])[NH:4][N:3]=1.C(=O)([O-])[O-].[Cs+].[Cs+].I[CH:19]([CH3:21])[CH3:20].CCOC(C)=O, predict the reaction product. The product is: [I:1][C:2]1[C:10]2[C:5](=[N:6][CH:7]=[N:8][C:9]=2[NH2:11])[N:4]([CH:19]([CH3:21])[CH3:20])[N:3]=1. (3) Given the reactants C1(C2C(O[C@@H]3CCCN(CC4C=C(Cl)C=C(Cl)C=4)C3)=CC(F)=C(C=2)C(O)=O)CC1.[CH:30]1([C:33]2[C:34]([O:43][CH2:44][CH:45]3[CH2:50][CH2:49][N:48]([CH2:51][C:52]4[CH:57]=[C:56]([C:58]([F:61])([F:60])[F:59])[CH:55]=[C:54]([CH:62]5[CH2:64][CH2:63]5)[N:53]=4)[CH2:47][CH2:46]3)=[CH:35][C:36]([F:42])=[C:37]([CH:41]=2)[C:38](O)=[O:39])[CH2:32][CH2:31]1.C1(S(N)(=O)=O)CC1.[CH2:72]([S:74]([NH2:77])(=[O:76])=[O:75])[CH3:73], predict the reaction product. The product is: [CH:30]1([C:33]2[C:34]([O:43][CH2:44][CH:45]3[CH2:46][CH2:47][N:48]([CH2:51][C:52]4[CH:57]=[C:56]([C:58]([F:61])([F:60])[F:59])[CH:55]=[C:54]([CH:62]5[CH2:64][CH2:63]5)[N:53]=4)[CH2:49][CH2:50]3)=[CH:35][C:36]([F:42])=[C:37]([CH:41]=2)[C:38]([NH:77][S:74]([CH2:72][CH3:73])(=[O:76])=[O:75])=[O:39])[CH2:31][CH2:32]1. (4) Given the reactants [OH2:1].O.C[CH2:4][N:5]([CH2:8]C)[CH2:6]C.[CH2:10]([N:12]([CH2:15]C)[CH2:13]C)C, predict the reaction product. The product is: [CH3:4][N:5]([CH:8]=[O:1])[CH3:6].[CH3:10][N:12]([CH3:15])[CH:13]=[O:1].